This data is from Full USPTO retrosynthesis dataset with 1.9M reactions from patents (1976-2016). The task is: Predict the reactants needed to synthesize the given product. Given the product [NH:15]1[C:16]2[CH:22]=[CH:21][CH:20]=[CH:19][C:17]=2[N:18]=[C:14]1[NH:13][C:6]([NH2:3])=[S:7], predict the reactants needed to synthesize it. The reactants are: C1N=C[N:3]([C:6](N2C=NC=C2)=[S:7])C=1.[NH2:13][C:14]1[NH:15][C:16]2[CH:22]=[CH:21][CH:20]=[CH:19][C:17]=2[N:18]=1.C([O-])(=O)C.[NH4+].